Dataset: Full USPTO retrosynthesis dataset with 1.9M reactions from patents (1976-2016). Task: Predict the reactants needed to synthesize the given product. (1) Given the product [NH2:19][C:12]1[CH:11]=[CH:10][C:9]2[S:8][C:7]3[C:16](=[CH:17][CH:18]=[C:5]([NH2:4])[CH:6]=3)[S:15][C:14]=2[CH:13]=1, predict the reactants needed to synthesize it. The reactants are: C([NH:4][C:5]1[CH:18]=[CH:17][C:16]2[S:15][C:14]3[C:9](=[CH:10][CH:11]=[C:12]([NH:19]C(=O)C)[CH:13]=3)[S:8][C:7]=2[CH:6]=1)(=O)C.Cl. (2) Given the product [CH3:13][S:14][CH:15]([CH3:22])[CH2:16][CH:17]1[CH2:18][C:19](=[O:21])[CH2:20][C:4](=[O:6])[CH:3]1[C:2]([O:10][CH2:11][CH3:12])=[O:9], predict the reactants needed to synthesize it. The reactants are: [Na].[C:2]([O:10][CH2:11][CH3:12])(=[O:9])[CH2:3][C:4]([O:6]CC)=O.[CH3:13][S:14][CH:15]([CH3:22])[CH2:16]/[CH:17]=[CH:18]/[C:19](=[O:21])[CH3:20]. (3) Given the product [CH2:1]([O:3][C:4]([C:6]1[O:7][C:8]2[C:13]([C:14](=[O:16])[CH:15]=1)=[CH:12][C:11]([O:17][CH3:18])=[CH:10][C:9]=2[N:27]1[CH2:28][CH2:29][N:24]([CH2:23][CH2:22][O:21][CH3:20])[CH2:25][CH2:26]1)=[O:5])[CH3:2], predict the reactants needed to synthesize it. The reactants are: [CH2:1]([O:3][C:4]([C:6]1[O:7][C:8]2[C:13]([C:14](=[O:16])[CH:15]=1)=[CH:12][C:11]([O:17][CH3:18])=[CH:10][C:9]=2Br)=[O:5])[CH3:2].[CH3:20][O:21][CH2:22][CH2:23][N:24]1[CH2:29][CH2:28][NH:27][CH2:26][CH2:25]1. (4) Given the product [Br:1][C:2]1[CH:9]=[CH:8][CH:7]=[CH:6][C:3]=1[CH2:4][O:5][CH:10]([O:12][CH2:13][CH3:14])[CH3:11], predict the reactants needed to synthesize it. The reactants are: [Br:1][C:2]1[CH:9]=[CH:8][CH:7]=[CH:6][C:3]=1[CH2:4][OH:5].[CH:10]([O:12][CH2:13][CH3:14])=[CH2:11].C(=O)(O)[O-].[Na+]. (5) Given the product [CH2:12]([N:19]([CH2:9][C:7]1[CH:6]=[CH:5][C:4]([OH:11])=[C:3]([O:2][CH3:1])[CH:8]=1)[C:29]([NH:28][CH2:20][CH2:21][C:22]1[CH:27]=[CH:26][CH:25]=[CH:24][CH:23]=1)=[S:30])[C:13]1[CH:18]=[CH:17][CH:16]=[CH:15][CH:14]=1, predict the reactants needed to synthesize it. The reactants are: [CH3:1][O:2][C:3]1[CH:8]=[C:7]([CH:9]=O)[CH:6]=[CH:5][C:4]=1[OH:11].[CH2:12]([NH2:19])[C:13]1[CH:18]=[CH:17][CH:16]=[CH:15][CH:14]=1.[CH2:20]([N:28]=[C:29]=[S:30])[CH2:21][C:22]1[CH:27]=[CH:26][CH:25]=[CH:24][CH:23]=1. (6) Given the product [CH3:1][N:2]([CH3:23])[C:3](=[O:22])[CH2:4][N:5]([CH3:21])[C:6]([C:8]1[S:9][C:10]2[N:11]=[CH:12][N:13]=[C:14]([NH:35][C:27]3[CH:28]=[C:29]4[CH:34]=[N:33][NH:32][C:30]4=[N:31][C:26]=3[O:25][CH3:24])[C:15]=2[N:16]=1)=[O:7], predict the reactants needed to synthesize it. The reactants are: [CH3:1][N:2]([CH3:23])[C:3](=[O:22])[CH2:4][N:5]([CH3:21])[C:6]([C:8]1[S:9][C:10]2[N:11]=[CH:12][N:13]=[C:14](S(C)(=O)=O)[C:15]=2[N:16]=1)=[O:7].[CH3:24][O:25][C:26]1[N:31]=[C:30]2[NH:32][N:33]=[CH:34][C:29]2=[CH:28][C:27]=1[NH2:35]. (7) Given the product [S:28]([N:25]1[C:22]2=[N:23][CH:24]=[C:19]([NH:17][NH:18][C:14]([C@@H:11]3[CH2:12][CH2:13][C@@H:9]([NH:8][C:6](=[O:7])[O:5][C:1]([CH3:2])([CH3:3])[CH3:4])[CH2:10]3)=[O:16])[N:20]=[C:21]2[CH:27]=[CH:26]1)([C:31]1[CH:32]=[CH:33][C:34]([CH3:35])=[CH:36][CH:37]=1)(=[O:29])=[O:30], predict the reactants needed to synthesize it. The reactants are: [C:1]([O:5][C:6]([NH:8][C@@H:9]1[CH2:13][CH2:12][C@@H:11]([C:14]([OH:16])=O)[CH2:10]1)=[O:7])([CH3:4])([CH3:3])[CH3:2].[NH:17]([C:19]1[N:20]=[C:21]2[CH:27]=[CH:26][N:25]([S:28]([C:31]3[CH:37]=[CH:36][C:34]([CH3:35])=[CH:33][CH:32]=3)(=[O:30])=[O:29])[C:22]2=[N:23][CH:24]=1)[NH2:18].CN(C(ON1N=NC2C=CC=NC1=2)=[N+](C)C)C.F[P-](F)(F)(F)(F)F. (8) Given the product [C:18]([C:10]1[CH:11]=[CH:12][C:13]([O:14][CH2:15][O:16][CH3:17])=[C:8]([O:7][CH3:6])[CH:9]=1)([CH3:19])=[CH2:2], predict the reactants needed to synthesize it. The reactants are: [Li][CH2:2]CCC.[CH3:6][O:7][C:8]1[CH:9]=[C:10]([C:18](=O)[CH3:19])[CH:11]=[CH:12][C:13]=1[O:14][CH2:15][O:16][CH3:17]. (9) Given the product [Cl:10][C:6]1[CH:7]=[CH:8][CH:9]=[C:4]([Cl:3])[C:5]=1[C:11]1[C:15]([CH2:16][O:17][C:18]2[CH:23]=[CH:22][C:21]([C:24]3[CH:25]=[C:26]4[C:31](=[CH:32][CH:33]=3)[C:30]([C:34]([OH:36])=[O:35])=[N:29][CH:28]=[CH:27]4)=[CH:20][CH:19]=2)=[C:14]([CH:39]([CH3:41])[CH3:40])[O:13][N:12]=1, predict the reactants needed to synthesize it. The reactants are: [OH-].[Na+].[Cl:3][C:4]1[CH:9]=[CH:8][CH:7]=[C:6]([Cl:10])[C:5]=1[C:11]1[C:15]([CH2:16][O:17][C:18]2[CH:23]=[CH:22][C:21]([C:24]3[CH:25]=[C:26]4[C:31](=[CH:32][CH:33]=3)[C:30]([C:34]([O:36]CC)=[O:35])=[N:29][CH:28]=[CH:27]4)=[CH:20][CH:19]=2)=[C:14]([CH:39]([CH3:41])[CH3:40])[O:13][N:12]=1.Cl.O.